This data is from Reaction yield outcomes from USPTO patents with 853,638 reactions. The task is: Predict the reaction yield, written as a fraction of the theoretical maximum amount of product (1.0 means a 100% yield; for example, 0.34 means a 34% yield). The reactants are [CH:1]1([O:7][N:8]2[C:13]([CH3:15])([CH3:14])[CH2:12][C:11](=[O:16])[CH2:10][C:9]2([CH3:18])[CH3:17])[CH2:6][CH2:5][CH2:4][CH2:3][CH2:2]1.C[Si](C)(C)Cl.I[CH2:25][CH2:26]CCCCCC.C([Cu])#N.[Li+].[Cl-].CC1(C)N([O])C(C)(C)CC(=O)C1. The catalyst is [Zn].BrCCBr. The product is [CH2:1]([O:7][N:8]1[C:9]([CH3:17])([CH3:18])[CH2:10][C:11](=[O:16])[CH2:12][C:13]1([CH3:14])[CH3:15])[CH2:6][CH2:5][CH2:4][CH2:3][CH2:2][CH2:25][CH3:26]. The yield is 0.360.